Dataset: Reaction yield outcomes from USPTO patents with 853,638 reactions. Task: Predict the reaction yield, written as a fraction of the theoretical maximum amount of product (1.0 means a 100% yield; for example, 0.34 means a 34% yield). (1) The reactants are Br[C:2]1[CH:7]=[CH:6][C:5]([Br:8])=[CH:4][N:3]=1.[CH2:9]([OH:16])[C:10]1[CH:15]=[CH:14][CH:13]=[CH:12][CH:11]=1.[K]. The catalyst is C1OCCOC2C(=CC=CC=2)OCCOCCOC2C(=CC=CC=2)OC1.C1(C)C=CC=CC=1. The product is [CH2:9]([O:16][C:2]1[CH:7]=[CH:6][C:5]([Br:8])=[CH:4][N:3]=1)[C:10]1[CH:15]=[CH:14][CH:13]=[CH:12][CH:11]=1. The yield is 0.920. (2) The product is [F:11][C:12]1[CH:17]=[C:16]([F:18])[CH:15]=[CH:14][C:13]=1[C:2]1[CH:7]=[C:6]([N:8]([CH3:10])[CH3:9])[CH:5]=[CH:4][N:3]=1. The catalyst is C1(C)C=CC=CC=1.O.C1C=CC([P]([Pd]([P](C2C=CC=CC=2)(C2C=CC=CC=2)C2C=CC=CC=2)([P](C2C=CC=CC=2)(C2C=CC=CC=2)C2C=CC=CC=2)[P](C2C=CC=CC=2)(C2C=CC=CC=2)C2C=CC=CC=2)(C2C=CC=CC=2)C2C=CC=CC=2)=CC=1. The reactants are I[C:2]1[CH:7]=[C:6]([N:8]([CH3:10])[CH3:9])[CH:5]=[CH:4][N:3]=1.[F:11][C:12]1[CH:17]=[C:16]([F:18])[CH:15]=[CH:14][C:13]=1B(O)O.C([O-])([O-])=O.[K+].[K+]. The yield is 0.780. (3) The reactants are Cl[C:2]1[CH:7]=[C:6]([Cl:8])[N:5]=[C:4]([S:9][C:10]2[CH:15]=[CH:14][C:13]([NH:16][C:17](=[O:23])[CH2:18][C:19]([F:22])([F:21])[F:20])=[CH:12][CH:11]=2)[N:3]=1.[S:24]1[C:28]([NH2:29])=[N:27][CH:26]=[N:25]1.CC1(C)C2C(=C(P(C3C=CC=CC=3)C3C=CC=CC=3)C=CC=2)OC2C(P(C3C=CC=CC=3)C3C=CC=CC=3)=CC=CC1=2.C([O-])([O-])=O.[Na+].[Na+]. The catalyst is C1C=CC(/C=C/C(/C=C/C2C=CC=CC=2)=O)=CC=1.C1C=CC(/C=C/C(/C=C/C2C=CC=CC=2)=O)=CC=1.C1C=CC(/C=C/C(/C=C/C2C=CC=CC=2)=O)=CC=1.[Pd].[Pd]. The product is [S:24]1[C:28]([NH:29][C:2]2[CH:7]=[C:6]([Cl:8])[N:5]=[C:4]([S:9][C:10]3[CH:15]=[CH:14][C:13]([NH:16][C:17](=[O:23])[CH2:18][C:19]([F:22])([F:21])[F:20])=[CH:12][CH:11]=3)[N:3]=2)=[N:27][CH:26]=[N:25]1. The yield is 0.340. (4) The reactants are Cl[C:2]1[CH:3]=[CH:4][C:5]2[O:14][CH2:13][CH2:12][C:11]3[CH:10]=[C:9]([C:15]4[N:16]([C:20]5[CH:25]=[CH:24][C:23]([F:26])=[CH:22][C:21]=5[F:27])[N:17]=[CH:18][N:19]=4)[S:8][C:7]=3[C:6]=2[N:28]=1.[CH:29]([NH2:32])([CH3:31])[CH3:30].CC(C1C=C(C(C)C)C(C2C=CC=CC=2P(C2CCCCC2)C2CCCCC2)=C(C(C)C)C=1)C.CC(C)([O-])C. The catalyst is O1CCOCC1.CC([O-])=O.CC([O-])=O.[Pd+2]. The product is [F:27][C:21]1[CH:22]=[C:23]([F:26])[CH:24]=[CH:25][C:20]=1[N:16]1[C:15]([C:9]2[S:8][C:7]3[C:6]4[N:28]=[C:2]([NH:32][CH:29]([CH3:31])[CH3:30])[CH:3]=[CH:4][C:5]=4[O:14][CH2:13][CH2:12][C:11]=3[CH:10]=2)=[N:19][CH:18]=[N:17]1. The yield is 0.250. (5) The reactants are [OH:1][C:2]1[CH:3]=[C:4]([CH:7]=[CH:8][C:9]=1[OH:10])[CH:5]=[O:6].[Br:11]Br.O. The catalyst is CC(O)=O. The product is [Br:11][C:8]1[CH:7]=[C:4]([CH:3]=[C:2]([OH:1])[C:9]=1[OH:10])[CH:5]=[O:6]. The yield is 0.480.